From a dataset of Forward reaction prediction with 1.9M reactions from USPTO patents (1976-2016). Predict the product of the given reaction. (1) Given the reactants [O:1]([C:8]1[C:13]2=[C:14]([CH3:18])[C:15]([OH:17])=[CH:16][N:12]2[N:11]=[CH:10][N:9]=1)[C:2]1[CH:7]=[CH:6][CH:5]=[CH:4][CH:3]=1.Br[CH2:20][CH2:21][CH2:22]Br.C([O-])([O-])=O.[K+].[K+].[CH3:30][S:31]([NH2:34])(=[O:33])=[O:32], predict the reaction product. The product is: [CH3:18][C:14]1[C:15]([O:17][CH2:20][CH2:21][CH2:22][NH:34][S:31]([CH3:30])(=[O:33])=[O:32])=[CH:16][N:12]2[C:13]=1[C:8]([O:1][C:2]1[CH:3]=[CH:4][CH:5]=[CH:6][CH:7]=1)=[N:9][CH:10]=[N:11]2. (2) Given the reactants [N+:1]([C:4]1[CH:5]=[N:6][CH:7]=[CH:8][C:9]=1[C:10]1[CH2:11][CH2:12][CH:13]2[O:17][C:16](=[O:18])[NH:15][CH:14]2[CH:19]=1)([O-:3])=[O:2].[C:20](O[C:20]([O:22][C:23]([CH3:26])([CH3:25])[CH3:24])=[O:21])([O:22][C:23]([CH3:26])([CH3:25])[CH3:24])=[O:21], predict the reaction product. The product is: [N+:1]([C:4]1[CH:5]=[N:6][CH:7]=[CH:8][C:9]=1[C:10]1[CH2:11][CH2:12][CH:13]2[O:17][C:16](=[O:18])[N:15]([C:20]([O:22][C:23]([CH3:26])([CH3:25])[CH3:24])=[O:21])[CH:14]2[CH:19]=1)([O-:3])=[O:2].